This data is from Forward reaction prediction with 1.9M reactions from USPTO patents (1976-2016). The task is: Predict the product of the given reaction. (1) Given the reactants [C:1]([N:4]1[CH2:9][CH2:8][N:7]([CH2:10][CH2:11][CH2:12][O:13][C:14]2[CH:23]=[C:22]3[C:17]([C:18](Cl)=[N:19][CH:20]=[N:21]3)=[CH:16][C:15]=2[O:25][CH3:26])[CH2:6][CH2:5]1)(=[O:3])[CH3:2].[OH:27][C:28]1[CH:29]=[C:30]2[C:34](=[CH:35][CH:36]=1)[NH:33][C:32]([CH3:37])=[CH:31]2.C(=O)([O-])[O-].[K+].[K+], predict the reaction product. The product is: [C:1]([N:4]1[CH2:9][CH2:8][N:7]([CH2:10][CH2:11][CH2:12][O:13][C:14]2[CH:23]=[C:22]3[C:17]([C:18]([O:27][C:28]4[CH:29]=[C:30]5[C:34](=[CH:35][CH:36]=4)[NH:33][C:32]([CH3:37])=[CH:31]5)=[N:19][CH:20]=[N:21]3)=[CH:16][C:15]=2[O:25][CH3:26])[CH2:6][CH2:5]1)(=[O:3])[CH3:2]. (2) Given the reactants Cl[CH2:2][C:3]1[CH:4]=[C:5]([N:9]2[C:14]([CH3:15])=[CH:13][C:12]([O:16][CH2:17][C:18]3[CH:23]=[CH:22][C:21]([F:24])=[CH:20][C:19]=3[F:25])=[CH:11][C:10]2=[O:26])[CH:6]=[CH:7][CH:8]=1.[CH3:27][NH:28][CH3:29], predict the reaction product. The product is: [F:25][C:19]1[CH:20]=[C:21]([F:24])[CH:22]=[CH:23][C:18]=1[CH2:17][O:16][C:12]1[CH:13]=[C:14]([CH3:15])[N:9]([C:5]2[CH:6]=[CH:7][CH:8]=[C:3]([CH2:2][N:28]([CH3:29])[CH3:27])[CH:4]=2)[C:10](=[O:26])[CH:11]=1. (3) Given the reactants [Br:1][C:2]1[CH:11]=[C:10]2[C:5]([C:6](Cl)=[C:7]([N+:12]([O-:14])=[O:13])[CH:8]=[N:9]2)=[CH:4][CH:3]=1.C(N(CC)CC)C.[NH2:23][CH2:24][CH2:25][CH2:26][OH:27], predict the reaction product. The product is: [Br:1][C:2]1[CH:11]=[C:10]2[C:5]([C:6]([NH:23][CH2:24][CH2:25][CH2:26][OH:27])=[C:7]([N+:12]([O-:14])=[O:13])[CH:8]=[N:9]2)=[CH:4][CH:3]=1. (4) Given the reactants [Br:1][C:2]1[C:3](=[O:25])[N:4]([CH2:17][C:18]2[CH:23]=[CH:22][CH:21]=[C:20]([F:24])[CH:19]=2)[C:5]([CH3:16])=[CH:6][C:7]=1[C:8]#[C:9][C:10]1[CH:15]=[CH:14][CH:13]=[CH:12][CH:11]=1.FC(F)(F)S(OC1C=C(C)N(CC2C=CC=C(F)C=2)C(=O)C=1Br)(=O)=O.C1(C#C)C=CC=CC=1, predict the reaction product. The product is: [Br:1][C:2]1[C:3](=[O:25])[N:4]([CH2:17][C:18]2[CH:23]=[CH:22][CH:21]=[C:20]([F:24])[CH:19]=2)[C:5]([CH3:16])=[CH:6][C:7]=1[CH2:8][CH2:9][C:10]1[CH:15]=[CH:14][CH:13]=[CH:12][CH:11]=1.